Dataset: NCI-60 drug combinations with 297,098 pairs across 59 cell lines. Task: Regression. Given two drug SMILES strings and cell line genomic features, predict the synergy score measuring deviation from expected non-interaction effect. (1) Drug 1: COC1=C(C=C2C(=C1)N=CN=C2NC3=CC(=C(C=C3)F)Cl)OCCCN4CCOCC4. Drug 2: C1=CC(=CC=C1C#N)C(C2=CC=C(C=C2)C#N)N3C=NC=N3. Cell line: U251. Synergy scores: CSS=12.4, Synergy_ZIP=0.856, Synergy_Bliss=0.767, Synergy_Loewe=-0.653, Synergy_HSA=1.08. (2) Drug 1: CC12CCC3C(C1CCC2=O)CC(=C)C4=CC(=O)C=CC34C. Drug 2: CN(C(=O)NC(C=O)C(C(C(CO)O)O)O)N=O. Cell line: SN12C. Synergy scores: CSS=27.1, Synergy_ZIP=-1.72, Synergy_Bliss=-1.98, Synergy_Loewe=-0.0936, Synergy_HSA=-0.190. (3) Drug 1: CC1CCC2CC(C(=CC=CC=CC(CC(C(=O)C(C(C(=CC(C(=O)CC(OC(=O)C3CCCCN3C(=O)C(=O)C1(O2)O)C(C)CC4CCC(C(C4)OC)O)C)C)O)OC)C)C)C)OC. Drug 2: C1CN(P(=O)(OC1)NCCCl)CCCl. Cell line: OVCAR3. Synergy scores: CSS=8.22, Synergy_ZIP=0.922, Synergy_Bliss=7.52, Synergy_Loewe=-17.0, Synergy_HSA=-3.51. (4) Drug 1: COC1=CC(=CC(=C1O)OC)C2C3C(COC3=O)C(C4=CC5=C(C=C24)OCO5)OC6C(C(C7C(O6)COC(O7)C8=CC=CS8)O)O. Drug 2: CC(C)CN1C=NC2=C1C3=CC=CC=C3N=C2N. Cell line: T-47D. Synergy scores: CSS=37.0, Synergy_ZIP=-2.32, Synergy_Bliss=0.988, Synergy_Loewe=-10.4, Synergy_HSA=0.755. (5) Drug 1: CC1=C2C(C(=O)C3(C(CC4C(C3C(C(C2(C)C)(CC1OC(=O)C(C(C5=CC=CC=C5)NC(=O)OC(C)(C)C)O)O)OC(=O)C6=CC=CC=C6)(CO4)OC(=O)C)OC)C)OC. Drug 2: CS(=O)(=O)OCCCCOS(=O)(=O)C. Cell line: SF-268. Synergy scores: CSS=28.2, Synergy_ZIP=-6.05, Synergy_Bliss=-9.83, Synergy_Loewe=-22.5, Synergy_HSA=-8.99. (6) Drug 1: CC1=C(C=C(C=C1)NC(=O)C2=CC=C(C=C2)CN3CCN(CC3)C)NC4=NC=CC(=N4)C5=CN=CC=C5. Drug 2: C(=O)(N)NO. Cell line: K-562. Synergy scores: CSS=50.3, Synergy_ZIP=-3.82, Synergy_Bliss=-7.38, Synergy_Loewe=-28.3, Synergy_HSA=-5.62. (7) Drug 1: CN1CCC(CC1)COC2=C(C=C3C(=C2)N=CN=C3NC4=C(C=C(C=C4)Br)F)OC. Drug 2: CC1=C(N=C(N=C1N)C(CC(=O)N)NCC(C(=O)N)N)C(=O)NC(C(C2=CN=CN2)OC3C(C(C(C(O3)CO)O)O)OC4C(C(C(C(O4)CO)O)OC(=O)N)O)C(=O)NC(C)C(C(C)C(=O)NC(C(C)O)C(=O)NCCC5=NC(=CS5)C6=NC(=CS6)C(=O)NCCC[S+](C)C)O. Cell line: SK-MEL-2. Synergy scores: CSS=-0.384, Synergy_ZIP=-2.44, Synergy_Bliss=-5.63, Synergy_Loewe=-14.7, Synergy_HSA=-7.86. (8) Drug 1: CN(C)N=NC1=C(NC=N1)C(=O)N. Drug 2: C1=CN(C=N1)CC(O)(P(=O)(O)O)P(=O)(O)O. Cell line: HCC-2998. Synergy scores: CSS=4.71, Synergy_ZIP=-1.19, Synergy_Bliss=-3.59, Synergy_Loewe=-5.37, Synergy_HSA=-3.64. (9) Drug 1: CC1OCC2C(O1)C(C(C(O2)OC3C4COC(=O)C4C(C5=CC6=C(C=C35)OCO6)C7=CC(=C(C(=C7)OC)O)OC)O)O. Drug 2: CCCCC(=O)OCC(=O)C1(CC(C2=C(C1)C(=C3C(=C2O)C(=O)C4=C(C3=O)C=CC=C4OC)O)OC5CC(C(C(O5)C)O)NC(=O)C(F)(F)F)O. Cell line: NCI-H460. Synergy scores: CSS=35.1, Synergy_ZIP=-0.152, Synergy_Bliss=-1.83, Synergy_Loewe=-3.22, Synergy_HSA=-1.32.